From a dataset of Full USPTO retrosynthesis dataset with 1.9M reactions from patents (1976-2016). Predict the reactants needed to synthesize the given product. (1) Given the product [CH2:3]([CH:18]1[CH2:19][C:14]([N:13]([CH3:27])[CH3:12])([C:21]2[CH:22]=[CH:23][CH:24]=[CH:25][CH:26]=2)[CH2:15][CH2:16][C:17]1=[O:20])[CH:2]=[CH2:1], predict the reactants needed to synthesize it. The reactants are: [CH2:1]([Li])[CH2:2][CH2:3]C.CCCCCC.[CH3:12][N:13]([CH3:27])[C:14]1([C:21]2[CH:26]=[CH:25][CH:24]=[CH:23][CH:22]=2)[CH2:19][CH2:18][C:17](=[O:20])[CH2:16][CH2:15]1.C(Br)C=C. (2) Given the product [CH2:22]([C@H:10]1[CH2:9][NH:8][CH2:12][C@@H:11]1[CH2:13][N:14]([C:15]1[CH:20]=[CH:19][C:18]([Cl:21])=[CH:17][CH:16]=1)[CH2:30][C:31]1[CH:36]=[CH:35][CH:34]=[C:33]([O:37][CH3:38])[CH:32]=1)[C:23]1[CH:28]=[CH:27][CH:26]=[CH:25][CH:24]=1, predict the reactants needed to synthesize it. The reactants are: C(OC([N:8]1[CH2:12][C@H:11]([CH2:13][NH:14][C:15]2[CH:20]=[CH:19][C:18]([Cl:21])=[CH:17][CH:16]=2)[C@@H:10]([CH2:22][C:23]2[CH:28]=[CH:27][CH:26]=[CH:25][CH:24]=2)[CH2:9]1)=O)(C)(C)C.Cl[CH2:30][C:31]1[CH:36]=[CH:35][CH:34]=[C:33]([O:37][CH3:38])[CH:32]=1.CC#N. (3) Given the product [Cl:31][C:21]1[C:22]([O:29][CH3:30])=[CH:23][C:24]([O:27][CH3:28])=[C:25]([Cl:26])[C:20]=1[C:10]1[C:9](=[O:32])[N:8]([CH2:7][CH2:6][O:5][CH:3]2[CH2:2][N:1]([C:62](=[O:63])/[CH:61]=[CH:60]/[CH2:59][N:58]([CH3:65])[CH3:57])[CH2:4]2)[C:13]2[N:14]=[C:15]([NH:18][CH3:19])[N:16]=[CH:17][C:12]=2[CH:11]=1, predict the reactants needed to synthesize it. The reactants are: [NH:1]1[CH2:4][CH:3]([O:5][CH2:6][CH2:7][N:8]2[C:13]3[N:14]=[C:15]([NH:18][CH3:19])[N:16]=[CH:17][C:12]=3[CH:11]=[C:10]([C:20]3[C:25]([Cl:26])=[C:24]([O:27][CH3:28])[CH:23]=[C:22]([O:29][CH3:30])[C:21]=3[Cl:31])[C:9]2=[O:32])[CH2:2]1.CN(C(ON1N=NC2C=CC=NC1=2)=[N+](C)C)C.F[P-](F)(F)(F)(F)F.[CH3:57][N:58]([CH3:65])[CH2:59]/[CH:60]=[CH:61]/[C:62](O)=[O:63].